From a dataset of Catalyst prediction with 721,799 reactions and 888 catalyst types from USPTO. Predict which catalyst facilitates the given reaction. (1) Reactant: Br[CH2:2][C:3]#[N:4].C(=O)([O-])[O-].[K+].[K+].[NH2:11][C:12]1[CH:13]=[C:14]([C:24](=[O:26])[CH3:25])[CH:15]=[C:16]([C:20]([CH3:23])([CH3:22])[CH3:21])[C:17]=1[O:18][CH3:19].C(OCC)(=O)C. Product: [C:24]([C:14]1[CH:15]=[C:16]([C:20]([CH3:21])([CH3:22])[CH3:23])[C:17]([O:18][CH3:19])=[C:12]([CH:13]=1)[NH:11][CH2:2][C:3]#[N:4])(=[O:26])[CH3:25]. The catalyst class is: 9. (2) Product: [CH:7]([O:6][CH2:5][CH2:4][CH2:13][CH2:17][OH:18])=[CH2:8].[CH:1]([O:3][CH:4]([CH3:13])[CH2:5][O:6][CH2:7][CH2:8][O:9][CH2:10][CH2:11][OH:12])=[CH2:2]. Reactant: [CH:1]([O:3][CH:4]([CH3:13])[CH2:5][O:6][CH2:7][CH2:8][O:9][CH2:10][CH2:11][OH:12])=[CH2:2].N(C(C)(C)C(OC)=O)=NC(C)(C)[C:17](OC)=[O:18]. The catalyst class is: 5. (3) Reactant: [Br:1][C:2]1[CH:15]=[CH:14][C:5]([O:6][C:7]2[CH:12]=[CH:11][C:10](N)=[CH:9][CH:8]=2)=[CH:4][CH:3]=1.CC[N:18](C(C)C)C(C)C.[Br:25][CH2:26][C:27](Br)=[O:28].C(=O)(O)[O-].[Na+]. Product: [Br:25][CH2:26][C:27]([NH:18][C:8]1[CH:9]=[CH:10][CH:11]=[CH:12][C:7]=1[O:6][C:5]1[CH:14]=[CH:15][C:2]([Br:1])=[CH:3][CH:4]=1)=[O:28]. The catalyst class is: 4. (4) Reactant: [CH:1]1([NH2:7])[CH2:6][CH2:5][CH2:4][CH2:3][CH2:2]1.[CH2:8]([O:10][C:11](=[O:15])[CH2:12][CH2:13]Cl)[CH3:9].C([O-])([O-])=O.[K+].[K+]. Product: [CH2:8]([O:10][C:11](=[O:15])[CH2:12][CH2:13][NH:7][CH:1]1[CH2:6][CH2:5][CH2:4][CH2:3][CH2:2]1)[CH3:9]. The catalyst class is: 682. (5) Reactant: Br[C:2]1[CH:3]=[C:4]([CH:9]=[CH:10][N:11]=1)[C:5]([O:7][CH3:8])=[O:6].[CH3:12][C:13]1[S:17][C:16]([Sn](CCCC)(CCCC)CCCC)=[N:15][CH:14]=1. Product: [CH3:12][C:13]1[S:17][C:16]([C:2]2[CH:3]=[C:4]([CH:9]=[CH:10][N:11]=2)[C:5]([O:7][CH3:8])=[O:6])=[N:15][CH:14]=1. The catalyst class is: 128. (6) Reactant: C[O:2][C:3](=[O:32])[CH2:4][CH2:5][NH:6][C:7](=[O:31])[C:8]1[CH:13]=[CH:12][C:11]([CH:14]([NH:19][C:20]2[CH:21]=[N:22][C:23]3[C:28]([CH:29]=2)=[CH:27][CH:26]=[CH:25][C:24]=3[CH3:30])[CH2:15][CH:16]([CH3:18])[CH3:17])=[CH:10][CH:9]=1.[OH-].[Na+]. Product: [CH3:17][CH:16]([CH3:18])[CH2:15][CH:14]([C:11]1[CH:10]=[CH:9][C:8]([C:7]([NH:6][CH2:5][CH2:4][C:3]([OH:32])=[O:2])=[O:31])=[CH:13][CH:12]=1)[NH:19][C:20]1[CH:21]=[N:22][C:23]2[C:28]([CH:29]=1)=[CH:27][CH:26]=[CH:25][C:24]=2[CH3:30]. The catalyst class is: 36.